From a dataset of Peptide-MHC class I binding affinity with 185,985 pairs from IEDB/IMGT. Regression. Given a peptide amino acid sequence and an MHC pseudo amino acid sequence, predict their binding affinity value. This is MHC class I binding data. (1) The peptide sequence is FYNGSNWCL. The MHC is HLA-B58:01 with pseudo-sequence HLA-B58:01. The binding affinity (normalized) is 0.0847. (2) The peptide sequence is QQYHRFGLY. The MHC is HLA-A01:01 with pseudo-sequence HLA-A01:01. The binding affinity (normalized) is 0.435. (3) The peptide sequence is IIFLFILLL. The MHC is HLA-A31:01 with pseudo-sequence HLA-A31:01. The binding affinity (normalized) is 0.380. (4) The peptide sequence is KTMAMVLSIV. The MHC is HLA-A02:01 with pseudo-sequence HLA-A02:01. The binding affinity (normalized) is 0.697. (5) The peptide sequence is WLKERLPGF. The MHC is HLA-A31:01 with pseudo-sequence HLA-A31:01. The binding affinity (normalized) is 0.0847. (6) The peptide sequence is ISAGFSLWIY. The MHC is HLA-A30:02 with pseudo-sequence HLA-A30:02. The binding affinity (normalized) is 0.791.